This data is from Cav3 T-type calcium channel HTS with 100,875 compounds. The task is: Binary Classification. Given a drug SMILES string, predict its activity (active/inactive) in a high-throughput screening assay against a specified biological target. (1) The compound is Clc1c(S(=O)(=O)Cc2oc(C(=O)NCCN3CCOCC3)cc2)c(Cl)ccc1. The result is 0 (inactive). (2) The compound is O1C(C(=O)NC2CC2)=CC(CC1OCc1ccc(cc1)CO)c1ccccc1. The result is 0 (inactive). (3) The drug is O1C(OCC)C(C(C2CC2)C=C1C(=O)N1CCOCC1)CCCO. The result is 0 (inactive). (4) The compound is Brc1ccc(Sc2c(n(nc2C)C(=O)c2cccnc2)C)cc1. The result is 0 (inactive).